Dataset: Reaction yield outcomes from USPTO patents with 853,638 reactions. Task: Predict the reaction yield, written as a fraction of the theoretical maximum amount of product (1.0 means a 100% yield; for example, 0.34 means a 34% yield). (1) The reactants are OC(C(F)(F)F)=O.[OH:8][C@:9]([C:22]1[C:27]([C:28]2[CH:33]=[CH:32][CH:31]=[C:30]([CH3:34])[CH:29]=2)=[CH:26][C:25]([C:35]#[N:36])=[CH:24][CH:23]=1)([C@@H:16]1[CH2:21][CH2:20][CH2:19][NH:18][CH2:17]1)[CH2:10][CH2:11][CH2:12][CH2:13][O:14][CH3:15].[C:37]([O:41][C:42]([NH:44][C@H:45]1[C@@H:49]([OH:50])[CH2:48][C@@H:47]([C:51](O)=[O:52])[CH2:46]1)=[O:43])([CH3:40])([CH3:39])[CH3:38].CN(C(ON1N=NC2C=CC=CC1=2)=[N+](C)C)C.F[P-](F)(F)(F)(F)F.C1C=CC2N(O)N=NC=2C=1. The product is [C:35]([C:25]1[CH:24]=[CH:23][C:22]([C@:9]([C@@H:16]2[CH2:21][CH2:20][CH2:19][N:18]([C:51]([C@H:47]3[CH2:46][C@@H:45]([NH:44][C:42](=[O:43])[O:41][C:37]([CH3:38])([CH3:40])[CH3:39])[C@@H:49]([OH:50])[CH2:48]3)=[O:52])[CH2:17]2)([OH:8])[CH2:10][CH2:11][CH2:12][CH2:13][O:14][CH3:15])=[C:27]([C:28]2[CH:33]=[CH:32][CH:31]=[C:30]([CH3:34])[CH:29]=2)[CH:26]=1)#[N:36]. The yield is 0.810. The catalyst is CN(C=O)C.CCN(CC)CC. (2) The reactants are [Cl:1][C:2]1[CH:3]=[N+:4]([O-:39])[CH:5]=[C:6]([Cl:38])[C:7]=1[CH2:8][C@@H:9]([C:23]1[CH:28]=[CH:27][C:26]([O:29][CH:30]([F:32])[F:31])=[C:25]([O:33][CH2:34][CH:35]2[CH2:37][CH2:36]2)[CH:24]=1)[O:10][C:11](OC1C=CC([N+]([O-])=O)=CC=1)=[O:12].Cl.[N+:41]([C:44]1[CH:49]=[CH:48][C:47]([CH2:50][NH2:51])=[CH:46][CH:45]=1)([O-:43])=[O:42]. The product is [Cl:38][C:6]1[CH:5]=[N+:4]([O-:39])[CH:3]=[C:2]([Cl:1])[C:7]=1[CH2:8][C@@H:9]([C:23]1[CH:28]=[CH:27][C:26]([O:29][CH:30]([F:31])[F:32])=[C:25]([O:33][CH2:34][CH:35]2[CH2:37][CH2:36]2)[CH:24]=1)[O:10][C:11](=[O:12])[NH:51][CH2:50][C:47]1[CH:46]=[CH:45][C:44]([N+:41]([O-:43])=[O:42])=[CH:49][CH:48]=1. The yield is 0.860. The catalyst is C(Cl)Cl.CN(C1C=CN=CC=1)C. (3) The reactants are [Cl-].[Al+3].[Cl-].[Cl-].[Br:5][C:6]1[CH:7]=[C:8]([OH:12])[CH:9]=[CH:10][CH:11]=1.[C:13](Cl)(=[O:15])[CH3:14].Cl. The catalyst is ClCCCl. The product is [Br:5][C:6]1[CH:11]=[CH:10][C:9]([C:13](=[O:15])[CH3:14])=[C:8]([OH:12])[CH:7]=1. The yield is 0.350. (4) The reactants are BrC1C=C(N[C:13]([C:15]2[CH:24]=[CH:23][C:18]([C:19]([O:21][CH3:22])=[O:20])=[CH:17][CH:16]=2)=[O:14])C=C(Br)C=1OCC.C(Cl)CCl.[CH2:29]([O:31][C:32]1[C:38]([C:39]([F:42])([F:41])[F:40])=[CH:37][C:35]([NH2:36])=[CH:34][C:33]=1[C:43]([F:46])([F:45])[F:44])[CH3:30]. The catalyst is C(Cl)Cl.CN(C1C=CN=CC=1)C.CCOC(C)=O. The product is [CH2:29]([O:31][C:32]1[C:33]([C:43]([F:44])([F:45])[F:46])=[CH:34][C:35]([NH:36][C:13]([C:15]2[CH:24]=[CH:23][C:18]([C:19]([O:21][CH3:22])=[O:20])=[CH:17][CH:16]=2)=[O:14])=[CH:37][C:38]=1[C:39]([F:40])([F:41])[F:42])[CH3:30]. The yield is 0.280. (5) The reactants are [Cl:1][C:2]1[N:7]=[C:6](Cl)[C:5]([CH3:9])=[CH:4][N:3]=1.[NH3:10].CO. The catalyst is C1COCC1. The product is [Cl:1][C:2]1[N:7]=[C:6]([NH2:10])[C:5]([CH3:9])=[CH:4][N:3]=1. The yield is 0.270.